From a dataset of Catalyst prediction with 721,799 reactions and 888 catalyst types from USPTO. Predict which catalyst facilitates the given reaction. (1) Reactant: [CH2:1]([O:3][C:4]([N:6]([CH2:14][C:15]([OH:17])=O)[CH2:7][CH2:8][C:9]1[S:10][CH:11]=[CH:12][CH:13]=1)=[O:5])[CH3:2].CN(C=O)C.C(Cl)(=O)C(Cl)=O.[Al+3].[Cl-].[Cl-].[Cl-]. Product: [CH2:1]([O:3][C:4]([N:6]1[CH2:14][C:15](=[O:17])[C:13]2[CH:12]=[CH:11][S:10][C:9]=2[CH2:8][CH2:7]1)=[O:5])[CH3:2]. The catalyst class is: 2. (2) Reactant: [CH2:1]([O:3][C:4](=[O:37])[CH:5]([NH:21][C:22]([CH:24]1[CH2:29][CH2:28][CH2:27][N:26]([C:30]([O:32][C:33]([CH3:36])([CH3:35])[CH3:34])=[O:31])[CH2:25]1)=O)[C:6](=O)[C:7]1[CH:12]=[CH:11][C:10]([O:13][C:14]2[CH:19]=[CH:18][CH:17]=[CH:16][CH:15]=2)=[CH:9][CH:8]=1)[CH3:2].COC1C=CC(P2(SP(C3C=CC(OC)=CC=3)(=S)S2)=[S:47])=CC=1. Product: [C:33]([O:32][C:30]([N:26]1[CH2:27][CH2:28][CH2:29][CH:24]([C:22]2[S:47][C:6]([C:7]3[CH:12]=[CH:11][C:10]([O:13][C:14]4[CH:19]=[CH:18][CH:17]=[CH:16][CH:15]=4)=[CH:9][CH:8]=3)=[C:5]([C:4]([O:3][CH2:1][CH3:2])=[O:37])[N:21]=2)[CH2:25]1)=[O:31])([CH3:36])([CH3:35])[CH3:34]. The catalyst class is: 1. (3) Reactant: [NH2:1][C:2]1[CH:22]=[CH:21][C:5]([O:6][C:7]2[CH:12]=[CH:11][N:10]=[C:9]([NH:13][C:14]([N:16]3[CH2:20][CH2:19][CH2:18][CH2:17]3)=[O:15])[CH:8]=2)=[CH:4][CH:3]=1.[F:23][C:24]1[CH:29]=[CH:28][C:27]([NH:30][C:31]([C:33]2([C:36](O)=[O:37])[CH2:35][CH2:34]2)=[O:32])=[CH:26][CH:25]=1.C(N(C(C)C)CC)(C)C.CN(C(ON1N=NC2C=CC=CC1=2)=[N+](C)C)C.F[P-](F)(F)(F)(F)F. Product: [F:23][C:24]1[CH:25]=[CH:26][C:27]([NH:30][C:31]([C:33]2([C:36]([NH:1][C:2]3[CH:22]=[CH:21][C:5]([O:6][C:7]4[CH:12]=[CH:11][N:10]=[C:9]([NH:13][C:14]([N:16]5[CH2:20][CH2:19][CH2:18][CH2:17]5)=[O:15])[CH:8]=4)=[CH:4][CH:3]=3)=[O:37])[CH2:35][CH2:34]2)=[O:32])=[CH:28][CH:29]=1. The catalyst class is: 9. (4) Reactant: CC1C=CC(S(O[CH2:12][C@H:13]2[CH2:18][O:17][C:16]3[CH:19]=[CH:20][C:21]4[O:25][CH:24]=[CH:23][C:22]=4[C:15]=3[O:14]2)(=O)=O)=CC=1.[NH:26]1[CH2:31][CH:30]=[C:29]([C:32]2[C:40]3[C:35](=[CH:36][CH:37]=[CH:38][CH:39]=3)[NH:34][CH:33]=2)[CH2:28][CH2:27]1.C(OCC)(=O)C. Product: [O:14]1[C:15]2[C:22]3[CH:23]=[CH:24][O:25][C:21]=3[CH:20]=[CH:19][C:16]=2[O:17][CH2:18][CH:13]1[CH2:12][N:26]1[CH2:27][CH:28]=[C:29]([C:32]2[C:40]3[C:35](=[CH:36][CH:37]=[CH:38][CH:39]=3)[NH:34][CH:33]=2)[CH2:30][CH2:31]1. The catalyst class is: 16. (5) Reactant: [NH2:1][C:2]1[CH:7]=[C:6]([Br:8])[CH:5]=[CH:4][C:3]=1[NH:9][C@@H:10]([CH3:13])[CH2:11][OH:12].[C:14]1([CH3:24])[CH:19]=[CH:18][C:17]([S:20](Cl)(=[O:22])=[O:21])=[CH:16][CH:15]=1. Product: [Br:8][C:6]1[CH:5]=[CH:4][C:3]([NH:9][C@@H:10]([CH3:13])[CH2:11][OH:12])=[C:2]([NH:1][S:20]([C:17]2[CH:18]=[CH:19][C:14]([CH3:24])=[CH:15][CH:16]=2)(=[O:22])=[O:21])[CH:7]=1. The catalyst class is: 17.